This data is from Peptide-MHC class II binding affinity with 134,281 pairs from IEDB. The task is: Regression. Given a peptide amino acid sequence and an MHC pseudo amino acid sequence, predict their binding affinity value. This is MHC class II binding data. (1) The binding affinity (normalized) is 0. The peptide sequence is VFGYRKPLDNIKDNV. The MHC is HLA-DQA10401-DQB10402 with pseudo-sequence HLA-DQA10401-DQB10402. (2) The peptide sequence is DKPFQNVNRITYGAC. The MHC is DRB4_0101 with pseudo-sequence DRB4_0103. The binding affinity (normalized) is 0.115.